This data is from Catalyst prediction with 721,799 reactions and 888 catalyst types from USPTO. The task is: Predict which catalyst facilitates the given reaction. (1) Reactant: [CH:1]1([CH:7]([NH:21][C:22]2[CH:31]=[CH:30][C:25]([C:26]([O:28]C)=[O:27])=[CH:24][CH:23]=2)[C:8]2[O:9][C:10]3[CH:19]=[CH:18][C:17]([F:20])=[CH:16][C:11]=3[C:12]=2[CH2:13][O:14][CH3:15])[CH2:6][CH2:5][CH2:4][CH2:3][CH2:2]1.O1CCCC1.[OH-].[Na+]. Product: [CH:1]1([CH:7]([NH:21][C:22]2[CH:31]=[CH:30][C:25]([C:26]([OH:28])=[O:27])=[CH:24][CH:23]=2)[C:8]2[O:9][C:10]3[CH:19]=[CH:18][C:17]([F:20])=[CH:16][C:11]=3[C:12]=2[CH2:13][O:14][CH3:15])[CH2:6][CH2:5][CH2:4][CH2:3][CH2:2]1. The catalyst class is: 8. (2) The catalyst class is: 6. Reactant: [OH-].[Na+].[CH:3]1([C:6]2[N:10]3[CH:11]=[C:12]([F:15])[CH:13]=[CH:14][C:9]3=[N:8][C:7]=2[NH:16]C(=O)C(F)(F)F)[CH2:5][CH2:4]1.CO.O1CCCC1. Product: [CH:3]1([C:6]2[N:10]3[CH:11]=[C:12]([F:15])[CH:13]=[CH:14][C:9]3=[N:8][C:7]=2[NH2:16])[CH2:5][CH2:4]1. (3) Reactant: [O:1]([CH2:8][CH:9]1[CH2:11][O:10]1)[C:2]1[CH:7]=[CH:6][CH:5]=[CH:4][CH:3]=1.[CH3:12][O-:13].[Na+]. Product: [CH3:12][O:13][CH2:11][CH:9]([OH:10])[CH2:8][O:1][C:2]1[CH:7]=[CH:6][CH:5]=[CH:4][CH:3]=1. The catalyst class is: 5. (4) Reactant: [S:1]1[CH:5]=[C:4]([CH2:6][N:7]([C@@H:52]([CH3:60])[CH:53]([O:57][CH2:58][CH3:59])[O:54][CH2:55][CH3:56])[C:8](=[O:51])[C@@H:9]([NH:33]C(=O)OCC2C3C=CC=CC=3C3C2=CC=CC=3)[CH2:10][C:11](=[O:32])[NH:12][C:13]([C:26]2[CH:31]=[CH:30][CH:29]=[CH:28][CH:27]=2)([C:20]2[CH:25]=[CH:24][CH:23]=[CH:22][CH:21]=2)[C:14]2[CH:19]=[CH:18][CH:17]=[CH:16][CH:15]=2)[C:3]2[CH:61]=[CH:62][CH:63]=[CH:64][C:2]1=2.N1CCCCC1.CC(=O)OCC.CO. Product: [NH2:33][C@@H:9]([CH2:10][C:11]([NH:12][C:13]([C:14]1[CH:19]=[CH:18][CH:17]=[CH:16][CH:15]=1)([C:26]1[CH:27]=[CH:28][CH:29]=[CH:30][CH:31]=1)[C:20]1[CH:21]=[CH:22][CH:23]=[CH:24][CH:25]=1)=[O:32])[C:8]([N:7]([CH2:6][C:4]1[C:3]2[CH:61]=[CH:62][CH:63]=[CH:64][C:2]=2[S:1][CH:5]=1)[C@@H:52]([CH3:60])[CH:53]([O:54][CH2:55][CH3:56])[O:57][CH2:58][CH3:59])=[O:51]. The catalyst class is: 2. (5) Reactant: [CH:1](=[O:10])[CH:2]=[CH:3][C:4]1[CH:9]=[CH:8][CH:7]=[CH:6][CH:5]=1.C(C1C(=O)C(Cl)=C(Cl)C(=O)C=1C#N)#N.[CH3:25][O:26][CH2:27][CH2:28][OH:29]. Product: [C:1]([O:29][CH2:28][CH2:27][O:26][CH3:25])(=[O:10])[CH:2]=[CH:3][C:4]1[CH:9]=[CH:8][CH:7]=[CH:6][CH:5]=1. The catalyst class is: 11. (6) Reactant: [Br:1][C:2]1[CH:3]=[C:4]([C:9]2[CH:14]=[CH:13][C:12]([CH2:15][N:16]([CH3:32])[C:17]([C:19]3[C:23]4[CH:24]=[CH:25][CH:26]=[CH:27][C:22]=4[O:21][C:20]=3[CH2:28][CH2:29][CH2:30][CH3:31])=[O:18])=[CH:11][CH:10]=2)[CH:5]=[CH:6][C:7]=1[OH:8].Br[CH2:34][C:35]#[N:36].C(=O)([O-])[O-].[K+].[K+]. Product: [Br:1][C:2]1[CH:3]=[C:4]([C:9]2[CH:10]=[CH:11][C:12]([CH2:15][N:16]([CH3:32])[C:17]([C:19]3[C:23]4[CH:24]=[CH:25][CH:26]=[CH:27][C:22]=4[O:21][C:20]=3[CH2:28][CH2:29][CH2:30][CH3:31])=[O:18])=[CH:13][CH:14]=2)[CH:5]=[CH:6][C:7]=1[O:8][CH2:34][C:35]#[N:36]. The catalyst class is: 3. (7) Reactant: [CH3:1][C:2]1[N:3]=[CH:4][NH:5][CH:6]=1.[CH2:7]([O:9][C:10]1[CH:11]=[C:12]([CH:15]=[CH:16][C:17]=1F)[CH:13]=[O:14])[CH3:8]. Product: [CH2:7]([O:9][C:10]1[CH:11]=[C:12]([CH:15]=[CH:16][C:17]=1[N:5]1[CH:6]=[C:2]([CH3:1])[N:3]=[CH:4]1)[CH:13]=[O:14])[CH3:8]. The catalyst class is: 3. (8) Reactant: [NH2:1][C:2]1[C:3]([C:10]([O:12][CH3:13])=[O:11])=[N:4][C:5](Cl)=[C:6](Cl)[N:7]=1.C([Sn](CCCC)(CCCC)[CH2:19][O:20][CH2:21][Sn](CCCC)(CCCC)CCCC)CCC.CC(C1C=C(C(C)C)C(C2C=CC=CC=2P(C2CCCCC2)C2CCCCC2)=C(C(C)C)C=1)C. Product: [NH2:1][C:2]1[N:7]=[C:6]2[CH2:21][O:20][CH2:19][C:5]2=[N:4][C:3]=1[C:10]([O:12][CH3:13])=[O:11]. The catalyst class is: 102.